From a dataset of Peptide-MHC class II binding affinity with 134,281 pairs from IEDB. Regression. Given a peptide amino acid sequence and an MHC pseudo amino acid sequence, predict their binding affinity value. This is MHC class II binding data. (1) The peptide sequence is GNTPIFKSGRGCGSC. The MHC is HLA-DQA10104-DQB10503 with pseudo-sequence HLA-DQA10104-DQB10503. The binding affinity (normalized) is 0. (2) The peptide sequence is NLTNLLSARKLDSSK. The MHC is DRB1_0701 with pseudo-sequence DRB1_0701. The binding affinity (normalized) is 0.483. (3) The peptide sequence is FGPASFARIETAFAN. The MHC is DRB4_0101 with pseudo-sequence DRB4_0103. The binding affinity (normalized) is 0.596. (4) The peptide sequence is DVDLFLTGTPDEYVEQV. The MHC is HLA-DQA10301-DQB10302 with pseudo-sequence HLA-DQA10301-DQB10302. The binding affinity (normalized) is 0.828.